This data is from Full USPTO retrosynthesis dataset with 1.9M reactions from patents (1976-2016). The task is: Predict the reactants needed to synthesize the given product. (1) Given the product [Cl:11][C:8]1[CH:9]=[N:10][C:2]([O:20][CH2:19][C:14]2[CH:15]=[CH:16][CH:17]=[CH:18][C:13]=2[Cl:12])=[C:3]([CH:7]=1)[C:4]([OH:6])=[O:5], predict the reactants needed to synthesize it. The reactants are: Cl[C:2]1[N:10]=[CH:9][C:8]([Cl:11])=[CH:7][C:3]=1[C:4]([OH:6])=[O:5].[Cl:12][C:13]1[CH:18]=[CH:17][CH:16]=[CH:15][C:14]=1[CH2:19][OH:20]. (2) Given the product [CH:1]1([N:4]([CH2:29][C:30]2[CH:35]=[C:34]([CH2:36][CH2:37][CH2:38][O:39][CH3:40])[CH:33]=[C:32]([O:41][CH2:42][CH2:43][O:44][CH3:45])[CH:31]=2)[C:5]([C@@H:7]2[C@:12]([C:14]3[CH:19]=[CH:18][C:17]([F:20])=[C:16]([F:21])[CH:15]=3)([O:13][CH3:48])[CH2:11][CH2:10][N:9]([C:22]([O:24][C:25]([CH3:28])([CH3:27])[CH3:26])=[O:23])[CH2:8]2)=[O:6])[CH2:3][CH2:2]1, predict the reactants needed to synthesize it. The reactants are: [CH:1]1([N:4]([CH2:29][C:30]2[CH:35]=[C:34]([CH2:36][CH2:37][CH2:38][O:39][CH3:40])[CH:33]=[C:32]([O:41][CH2:42][CH2:43][O:44][CH3:45])[CH:31]=2)[C:5]([C@@H:7]2[C@:12]([C:14]3[CH:19]=[CH:18][C:17]([F:20])=[C:16]([F:21])[CH:15]=3)([OH:13])[CH2:11][CH2:10][N:9]([C:22]([O:24][C:25]([CH3:28])([CH3:27])[CH3:26])=[O:23])[CH2:8]2)=[O:6])[CH2:3][CH2:2]1.[H-].[Na+].[CH3:48]I. (3) Given the product [Cl:1][C:2]1[CH:3]=[C:4]2[C:9](=[CH:10][CH:11]=1)[CH:8]=[C:7]([S:12]([N:15]([C@H:16]1[CH2:20][CH2:19][N:18]([C@@H:21]([CH3:25])[C:22]([N:54]3[CH2:59][CH2:58][O:57][CH2:56][CH2:55]3)=[O:23])[C:17]1=[O:26])[CH2:27][C:28](=[O:31])[CH2:29][CH3:30])(=[O:13])=[O:14])[CH:6]=[CH:5]2, predict the reactants needed to synthesize it. The reactants are: [Cl:1][C:2]1[CH:3]=[C:4]2[C:9](=[CH:10][CH:11]=1)[CH:8]=[C:7]([S:12]([N:15]([CH2:27][C:28](=[O:31])[CH2:29][CH3:30])[C@H:16]1[CH2:20][CH2:19][N:18]([C@@H:21]([CH3:25])[C:22](O)=[O:23])[C:17]1=[O:26])(=[O:14])=[O:13])[CH:6]=[CH:5]2.Cl.CN(C)CCCN=C=NCC.C1C=CC2N(O)N=NC=2C=1.[NH:54]1[CH2:59][CH2:58][O:57][CH2:56][CH2:55]1. (4) The reactants are: [C:1]([N:20]1[CH:24]=[C:23]([CH2:25][OH:26])[N:22]=[CH:21]1)([C:14]1[CH:19]=[CH:18][CH:17]=[CH:16][CH:15]=1)([C:8]1[CH:13]=[CH:12][CH:11]=[CH:10][CH:9]=1)[C:2]1[CH:7]=[CH:6][CH:5]=[CH:4][CH:3]=1.[C:27](OC(=O)C)(=[O:29])[CH3:28].C(OCC)(=O)C. Given the product [C:27]([O:26][CH2:25][C:23]1[N:22]=[CH:21][N:20]([C:1]([C:14]2[CH:15]=[CH:16][CH:17]=[CH:18][CH:19]=2)([C:8]2[CH:9]=[CH:10][CH:11]=[CH:12][CH:13]=2)[C:2]2[CH:7]=[CH:6][CH:5]=[CH:4][CH:3]=2)[CH:24]=1)(=[O:29])[CH3:28], predict the reactants needed to synthesize it. (5) Given the product [C:1]1([C:11]([N:13]2[CH2:18][CH2:17][N:16]([CH2:19][CH2:20][C:21]3[CH:26]=[CH:25][C:24]([OH:27])=[CH:23][CH:22]=3)[CH2:15][CH2:14]2)=[O:12])[C:10]2[C:5](=[CH:6][CH:7]=[CH:8][CH:9]=2)[CH:4]=[CH:3][CH:2]=1, predict the reactants needed to synthesize it. The reactants are: [C:1]1([C:11]([N:13]2[CH2:18][CH2:17][N:16]([CH2:19][CH2:20][C:21]3[CH:26]=[CH:25][C:24]([O:27]CC4C=CC=CC=4)=[CH:23][CH:22]=3)[CH2:15][CH2:14]2)=[O:12])[C:10]2[C:5](=[CH:6][CH:7]=[CH:8][CH:9]=2)[CH:4]=[CH:3][CH:2]=1.[H][H]. (6) Given the product [OH:17][C:14]1[CH2:15][CH2:16][C:9]([C:6]2[CH:5]=[CH:4][C:3]([O:2][CH3:1])=[CH:8][CH:7]=2)([C:10]([O:12][CH3:13])=[O:11])[CH2:21][C:20]=1[C:24]([O:23][CH3:22])=[O:28], predict the reactants needed to synthesize it. The reactants are: [CH3:1][O:2][C:3]1[CH:8]=[CH:7][C:6]([CH2:9][C:10]([O:12][CH3:13])=[O:11])=[CH:5][CH:4]=1.[C:14](OC)(=[O:17])[CH:15]=[CH2:16].[CH2:20]1[CH2:24][O:23][CH2:22][CH2:21]1.CC(C)([O-:28])C.[K+]. (7) Given the product [C:1]1([C:7]2[N:15]3[C:10]([CH:11]=[CH:12][CH:13]=[CH:14]3)=[CH:9][C:8]=2[CH:16]=[O:17])[CH:2]=[CH:3][CH:4]=[CH:5][CH:6]=1, predict the reactants needed to synthesize it. The reactants are: [C:1]1([C:7]2[N:15]3[C:10]([CH:11]=[CH:12][CH:13]=[CH:14]3)=[CH:9][C:8]=2[CH2:16][OH:17])[CH:6]=[CH:5][CH:4]=[CH:3][CH:2]=1. (8) Given the product [C:62]([C:61]1[CH:60]=[C:59]([NH:58][C:30]2[N:35]=[C:34]([N:36]3[C:40]([CH3:41])=[CH:39][C:38]([C:42]([F:43])([F:45])[F:44])=[N:37]3)[C:33]([C:46]3[CH:47]=[C:48]([C:54]([O:56][CH3:57])=[O:55])[C:49]([O:52][CH3:53])=[N:50][CH:51]=3)=[CH:32][N:31]=2)[CH:66]=[C:65]([O:67][CH3:68])[CH:64]=1)#[N:63], predict the reactants needed to synthesize it. The reactants are: ClC1N=C(N2C=CC(C(F)(F)F)=N2)C(C2C=C(C(OC)=O)C(OC)=NC=2)=CN=1.Cl[C:30]1[N:35]=[C:34]([N:36]2[C:40]([CH3:41])=[CH:39][C:38]([C:42]([F:45])([F:44])[F:43])=[N:37]2)[C:33]([C:46]2[CH:47]=[C:48]([C:54]([O:56][CH3:57])=[O:55])[C:49]([O:52][CH3:53])=[N:50][CH:51]=2)=[CH:32][N:31]=1.[NH2:58][C:59]1[CH:60]=[C:61]([CH:64]=[C:65]([O:67][CH3:68])[CH:66]=1)[C:62]#[N:63].C1(P(C2CCCCC2)C2C=CC=CC=2C2C(C(C)C)=CC(C(C)C)=CC=2C(C)C)CCCCC1.C(=O)([O-])[O-].[Na+].[Na+]. (9) Given the product [C:25]([O:29][C:30]([N:32]1[CH2:37][CH2:36][C:35]([C:7]2[CH:12]=[C:11]([C:13]([F:16])([F:15])[F:14])[CH:10]=[CH:9][C:8]=2[S:17][C:18]2[CH:23]=[CH:22][C:21]([Cl:24])=[CH:20][CH:19]=2)([OH:38])[CH2:34][CH2:33]1)=[O:31])([CH3:28])([CH3:26])[CH3:27], predict the reactants needed to synthesize it. The reactants are: C([Li])CCC.Br[C:7]1[CH:12]=[C:11]([C:13]([F:16])([F:15])[F:14])[CH:10]=[CH:9][C:8]=1[S:17][C:18]1[CH:23]=[CH:22][C:21]([Cl:24])=[CH:20][CH:19]=1.[C:25]([O:29][C:30]([N:32]1[CH2:37][CH2:36][C:35](=[O:38])[CH2:34][CH2:33]1)=[O:31])([CH3:28])([CH3:27])[CH3:26].[Cl-].[NH4+].